From a dataset of Forward reaction prediction with 1.9M reactions from USPTO patents (1976-2016). Predict the product of the given reaction. (1) The product is: [C:16]([C:2]1[C:10]2[C:5](=[CH:6][CH:7]=[C:8]([C:11]([O:13][CH3:14])=[O:18])[CH:9]=2)[NH:4][N:21]=1)#[N:19]. Given the reactants I[C:2]1[C:10]2[C:5](=[CH:6][CH:7]=[C:8]([C:11]([O:13][CH3:14])=O)[CH:9]=2)[NH:4]N=1.Cl[CH2:16]Cl.[OH-:18].[NH4+:19].[Cl-].[NH4+:21], predict the reaction product. (2) Given the reactants [CH2:1]([O:8][C:9]1[CH:10]=[C:11]([CH:25]=[C:26]([OH:28])[CH:27]=1)[C:12]([NH:14][C:15]1[N:20]=[CH:19][C:18]([C:21]([O:23][CH3:24])=[O:22])=[CH:17][CH:16]=1)=[O:13])[C:2]1[CH:7]=[CH:6][CH:5]=[CH:4][CH:3]=1.[C:29]1(P(C2C=CC=CC=2)C2C=CC=CC=2)[CH:34]=CC=C[CH:30]=1.C(O)(C)C.CC(OC(/N=N/C(OC(C)C)=O)=O)C, predict the reaction product. The product is: [CH2:1]([O:8][C:9]1[CH:10]=[C:11]([CH:25]=[C:26]([O:28][CH:29]([CH3:34])[CH3:30])[CH:27]=1)[C:12]([NH:14][C:15]1[N:20]=[CH:19][C:18]([C:21]([O:23][CH3:24])=[O:22])=[CH:17][CH:16]=1)=[O:13])[C:2]1[CH:3]=[CH:4][CH:5]=[CH:6][CH:7]=1. (3) Given the reactants [C:1]1([CH3:11])[CH:6]=[CH:5][C:4]([S:7]([OH:10])(=[O:9])=[O:8])=[CH:3][CH:2]=1.[CH:12]1([NH:15][C:16](=[O:44])[C:17]2[CH:22]=[CH:21][C:20]([CH3:23])=[C:19]([N:24]3[C:33](=[O:34])[C:32]4[C:27](=[CH:28][CH:29]=[C:30]([O:35][CH2:36][CH2:37][N:38]5[CH2:43][CH2:42][CH2:41][CH2:40][CH2:39]5)[CH:31]=4)[N:26]=[CH:25]3)[CH:18]=2)[CH2:14][CH2:13]1, predict the reaction product. The product is: [C:1]1([CH3:11])[CH:2]=[CH:3][C:4]([S:7]([OH:10])(=[O:8])=[O:9])=[CH:5][CH:6]=1.[CH:12]1([NH:15][C:16](=[O:44])[C:17]2[CH:22]=[CH:21][C:20]([CH3:23])=[C:19]([N:24]3[C:33](=[O:34])[C:32]4[C:27](=[CH:28][CH:29]=[C:30]([O:35][CH2:36][CH2:37][N:38]5[CH2:39][CH2:40][CH2:41][CH2:42][CH2:43]5)[CH:31]=4)[N:26]=[CH:25]3)[CH:18]=2)[CH2:13][CH2:14]1. (4) Given the reactants C(=O)([O-])[O-].[Na+].[Na+].Cl[CH2:8][CH2:9][CH2:10][C:11]1[CH:12]=[C:13]2[C:18](=[CH:19][CH:20]=1)[NH:17][C:16](=[O:21])[CH:15]([CH3:22])[CH2:14]2.[N:23]1([C:29]2[C:33]3[CH:34]=[CH:35][CH:36]=[CH:37][C:32]=3[O:31][N:30]=2)[CH2:28][CH2:27][NH:26][CH2:25][CH2:24]1, predict the reaction product. The product is: [O:31]1[C:32]2[CH:37]=[CH:36][CH:35]=[CH:34][C:33]=2[C:29]([N:23]2[CH2:24][CH2:25][N:26]([CH2:8][CH2:9][CH2:10][C:11]3[CH:12]=[C:13]4[C:18](=[CH:19][CH:20]=3)[NH:17][C:16](=[O:21])[CH:15]([CH3:22])[CH2:14]4)[CH2:27][CH2:28]2)=[N:30]1.